This data is from Full USPTO retrosynthesis dataset with 1.9M reactions from patents (1976-2016). The task is: Predict the reactants needed to synthesize the given product. (1) Given the product [F:32][C:33]1[CH:34]=[C:35]2[C:39](=[C:40]([F:43])[C:41]=1[C:2]1[CH:3]=[N:4][C:5]([CH3:8])=[N:6][CH:7]=1)[N:38]([CH3:44])[C:37](=[O:45])[C:36]2([CH3:47])[CH3:46], predict the reactants needed to synthesize it. The reactants are: Br[C:2]1[CH:3]=[N:4][C:5]([CH3:8])=[N:6][CH:7]=1.B1(B2OC(C)(C)C(C)(C)O2)OC(C)(C)C(C)(C)O1.C([O-])(=O)C.[K+].[F:32][C:33]1[CH:34]=[C:35]2[C:39](=[C:40]([F:43])[C:41]=1I)[N:38]([CH3:44])[C:37](=[O:45])[C:36]2([CH3:47])[CH3:46]. (2) Given the product [C:1]([NH:4][C:5]1[CH:6]=[C:7]([CH:25]=[CH:26][N:27]=1)[C:8]([NH:10][CH2:11][C:12]1[CH:13]=[N:14][C:15]([O:19][CH2:20][C:21]([F:24])([F:23])[F:22])=[C:16]([C:28]2[CH:33]=[CH:32][CH:31]=[CH:30][CH:29]=2)[CH:17]=1)=[O:9])(=[O:3])[CH3:2], predict the reactants needed to synthesize it. The reactants are: [C:1]([NH:4][C:5]1[CH:6]=[C:7]([CH:25]=[CH:26][N:27]=1)[C:8]([NH:10][CH2:11][C:12]1[CH:13]=[N:14][C:15]([O:19][CH2:20][C:21]([F:24])([F:23])[F:22])=[C:16](Br)[CH:17]=1)=[O:9])(=[O:3])[CH3:2].[C:28]1(B(O)O)[CH:33]=[CH:32][CH:31]=[CH:30][CH:29]=1.C(=O)([O-])O.[Na+]. (3) Given the product [CH:36]1([C:35]2[C:16]([N:11]([C:4]3[CH:5]=[CH:6][C:7]([N+:8]([O-:10])=[O:9])=[C:2]([S:40][CH3:39])[CH:3]=3)[S:12]([CH3:15])(=[O:14])=[O:13])=[CH:17][C:18]3[O:22][C:21]([C:23]4[CH:28]=[CH:27][C:26]([F:29])=[CH:25][CH:24]=4)=[C:20]([C:30]([NH:32][CH3:33])=[O:31])[C:19]=3[CH:34]=2)[CH2:38][CH2:37]1, predict the reactants needed to synthesize it. The reactants are: Cl[C:2]1[CH:3]=[C:4]([N:11]([C:16]2[C:35]([CH:36]3[CH2:38][CH2:37]3)=[CH:34][C:19]3[C:20]([C:30]([NH:32][CH3:33])=[O:31])=[C:21]([C:23]4[CH:28]=[CH:27][C:26]([F:29])=[CH:25][CH:24]=4)[O:22][C:18]=3[CH:17]=2)[S:12]([CH3:15])(=[O:14])=[O:13])[CH:5]=[CH:6][C:7]=1[N+:8]([O-:10])=[O:9].[CH3:39][S-:40].[Na+]. (4) Given the product [CH3:1][NH:2][C:3]([C@@H:5]([NH:17][C:18]([CH:20]([CH2:27][CH2:28][O:29][C:30]1[C:31]([F:40])=[C:32]([F:39])[C:33]([F:38])=[C:34]([F:37])[C:35]=1[F:36])[CH2:21][C:22]([OH:24])=[O:23])=[O:19])[CH2:6][C:7]1[CH:16]=[CH:15][C:14]2[C:9](=[CH:10][CH:11]=[CH:12][CH:13]=2)[CH:8]=1)=[O:4], predict the reactants needed to synthesize it. The reactants are: [CH3:1][NH:2][C:3]([C@@H:5]([NH:17][C:18]([CH:20]([CH2:27][CH2:28][O:29][C:30]1[C:35]([F:36])=[C:34]([F:37])[C:33]([F:38])=[C:32]([F:39])[C:31]=1[F:40])[CH2:21][C:22]([O:24]CC)=[O:23])=[O:19])[CH2:6][C:7]1[CH:16]=[CH:15][C:14]2[C:9](=[CH:10][CH:11]=[CH:12][CH:13]=2)[CH:8]=1)=[O:4].[Li+].[OH-].